This data is from Peptide-MHC class I binding affinity with 185,985 pairs from IEDB/IMGT. The task is: Regression. Given a peptide amino acid sequence and an MHC pseudo amino acid sequence, predict their binding affinity value. This is MHC class I binding data. (1) The peptide sequence is MVIENGILKK. The MHC is HLA-A11:01 with pseudo-sequence HLA-A11:01. The binding affinity (normalized) is 0.768. (2) The peptide sequence is IMANRAQVL. The MHC is HLA-A31:01 with pseudo-sequence HLA-A31:01. The binding affinity (normalized) is 0.0847.